Dataset: Catalyst prediction with 721,799 reactions and 888 catalyst types from USPTO. Task: Predict which catalyst facilitates the given reaction. (1) Reactant: [OH:1][C@@H:2]([CH2:31]O)[CH2:3][N:4]1[CH:8]=[CH:7][C:6]([NH:9][C:10](=[O:30])[C@@H:11]([N:16]2[CH2:20][C:19]([O:21][C:22]3[CH:27]=[CH:26][CH:25]=[CH:24][C:23]=3[F:28])=[CH:18][C:17]2=[O:29])[CH2:12][CH:13]([CH3:15])[CH3:14])=[N:5]1.[CH3:33]N(C)CCCN=C=NCC.ON1C2C=CC=CC=2N=N1.Cl.O[C@@H](CO)CN1C=CC(NC(=O)[C@@H](N2CC(OC3C=CC=C(Cl)C=3Cl)=CC2=O)CC(C)C)=N1. Product: [OH:1][C:2]([CH3:33])([CH3:31])[CH2:3][N:4]1[CH:8]=[CH:7][C:6]([NH:9][C:10](=[O:30])[C@@H:11]([N:16]2[CH2:20][C:19]([O:21][C:22]3[CH:27]=[CH:26][CH:25]=[CH:24][C:23]=3[F:28])=[CH:18][C:17]2=[O:29])[CH2:12][CH:13]([CH3:14])[CH3:15])=[N:5]1. The catalyst class is: 4. (2) Reactant: C(OC([NH:11][C@H:12]1[CH2:16][CH2:15][N:14]([C@H:17]2[CH2:22][CH2:21][C@@H:20]([N:23]([C:25]([CH3:28])([CH3:27])[CH3:26])[CH3:24])[CH2:19][C@H:18]2[C:29]([O:31][CH3:32])=[O:30])[C:13]1=[O:33])=O)C1C=CC=CC=1. Product: [NH2:11][C@H:12]1[CH2:16][CH2:15][N:14]([C@H:17]2[CH2:22][CH2:21][C@@H:20]([N:23]([C:25]([CH3:28])([CH3:27])[CH3:26])[CH3:24])[CH2:19][C@H:18]2[C:29]([O:31][CH3:32])=[O:30])[C:13]1=[O:33]. The catalyst class is: 19. (3) Reactant: [F:1][C:2]1[CH:10]=[CH:9][C:8]([CH2:11][C:12]2[C:21]3[C:16](=[CH:17][CH:18]=[CH:19][CH:20]=3)[C:15](=[O:22])[NH:14][N:13]=2)=[CH:7][C:3]=1[C:4](O)=[O:5].F[P-](F)(F)(F)(F)F.N1(OC(N(C)C)=[N+](C)C)C2C=CC=CC=2N=N1.Cl.[N:48]1[N:49]=[CH:50][N:51]2[CH2:56][CH2:55][NH:54][CH2:53][C:52]=12.C(N(CC)C(C)C)(C)C. Product: [N:48]1[N:49]=[CH:50][N:51]2[CH2:56][CH2:55][N:54]([C:4]([C:3]3[CH:7]=[C:8]([CH2:11][C:12]4[C:21]5[C:16](=[CH:17][CH:18]=[CH:19][CH:20]=5)[C:15](=[O:22])[NH:14][N:13]=4)[CH:9]=[CH:10][C:2]=3[F:1])=[O:5])[CH2:53][C:52]=12. The catalyst class is: 9.